Dataset: NCI-60 drug combinations with 297,098 pairs across 59 cell lines. Task: Regression. Given two drug SMILES strings and cell line genomic features, predict the synergy score measuring deviation from expected non-interaction effect. (1) Drug 1: CS(=O)(=O)C1=CC(=C(C=C1)C(=O)NC2=CC(=C(C=C2)Cl)C3=CC=CC=N3)Cl. Drug 2: CCC1(CC2CC(C3=C(CCN(C2)C1)C4=CC=CC=C4N3)(C5=C(C=C6C(=C5)C78CCN9C7C(C=CC9)(C(C(C8N6C=O)(C(=O)OC)O)OC(=O)C)CC)OC)C(=O)OC)O.OS(=O)(=O)O. Cell line: HCT116. Synergy scores: CSS=43.8, Synergy_ZIP=10.8, Synergy_Bliss=11.7, Synergy_Loewe=-12.8, Synergy_HSA=9.80. (2) Drug 1: CC1C(C(CC(O1)OC2CC(CC3=C2C(=C4C(=C3O)C(=O)C5=C(C4=O)C(=CC=C5)OC)O)(C(=O)C)O)N)O.Cl. Synergy scores: CSS=11.0, Synergy_ZIP=-3.33, Synergy_Bliss=1.40, Synergy_Loewe=1.38, Synergy_HSA=2.04. Drug 2: C1=NC(=NC(=O)N1C2C(C(C(O2)CO)O)O)N. Cell line: OVCAR-4. (3) Drug 1: C1=NC2=C(N1)C(=S)N=C(N2)N. Drug 2: CC1=C(C=C(C=C1)C(=O)NC2=CC(=CC(=C2)C(F)(F)F)N3C=C(N=C3)C)NC4=NC=CC(=N4)C5=CN=CC=C5. Cell line: KM12. Synergy scores: CSS=55.3, Synergy_ZIP=-5.17, Synergy_Bliss=-1.23, Synergy_Loewe=3.89, Synergy_HSA=4.83. (4) Drug 1: C1CN1C2=NC(=NC(=N2)N3CC3)N4CC4. Drug 2: COC1=CC(=CC(=C1O)OC)C2C3C(COC3=O)C(C4=CC5=C(C=C24)OCO5)OC6C(C(C7C(O6)COC(O7)C8=CC=CS8)O)O. Cell line: COLO 205. Synergy scores: CSS=61.5, Synergy_ZIP=1.43, Synergy_Bliss=1.17, Synergy_Loewe=-2.92, Synergy_HSA=4.89. (5) Drug 1: C1=CC(=CC=C1CCCC(=O)O)N(CCCl)CCCl. Drug 2: N.N.Cl[Pt+2]Cl. Cell line: OVCAR3. Synergy scores: CSS=3.64, Synergy_ZIP=-7.44, Synergy_Bliss=-10.1, Synergy_Loewe=-13.8, Synergy_HSA=-12.0. (6) Drug 1: CC1=C(C(=O)C2=C(C1=O)N3CC4C(C3(C2COC(=O)N)OC)N4)N. Drug 2: CCC1(C2=C(COC1=O)C(=O)N3CC4=CC5=C(C=CC(=C5CN(C)C)O)N=C4C3=C2)O.Cl. Cell line: CCRF-CEM. Synergy scores: CSS=3.15, Synergy_ZIP=-26.9, Synergy_Bliss=-55.9, Synergy_Loewe=-89.1, Synergy_HSA=-54.7. (7) Drug 1: CC(CN1CC(=O)NC(=O)C1)N2CC(=O)NC(=O)C2. Drug 2: C1=CC(=CC=C1C#N)C(C2=CC=C(C=C2)C#N)N3C=NC=N3. Cell line: T-47D. Synergy scores: CSS=-1.14, Synergy_ZIP=-1.52, Synergy_Bliss=-3.28, Synergy_Loewe=-3.13, Synergy_HSA=-3.25.